This data is from Full USPTO retrosynthesis dataset with 1.9M reactions from patents (1976-2016). The task is: Predict the reactants needed to synthesize the given product. (1) Given the product [CH3:19][NH:18][C:4]1[C:5]2[N:6]=[C:7]([NH:14][CH2:15][CH2:16][CH3:17])[N:8]=[C:9]([NH:12][CH3:13])[C:10]=2[N:11]=[C:2]([C:20]#[N:21])[N:3]=1, predict the reactants needed to synthesize it. The reactants are: Cl[C:2]1[N:3]=[C:4]([NH:18][CH3:19])[C:5]2[N:6]=[C:7]([NH:14][CH2:15][CH2:16][CH3:17])[N:8]=[C:9]([NH:12][CH3:13])[C:10]=2[N:11]=1.[C-:20]#[N:21].[K+].[Cl-].[Na+]. (2) The reactants are: [Br:1][C:2]1[C:14]2[C:13]3[C:8](=[CH:9][C:10]([C:15]([CH3:18])([CH3:17])[CH3:16])=[CH:11][CH:12]=3)[CH2:7][C:6]=2[CH:5]=[C:4]([C:19]([CH3:22])([CH3:21])[CH3:20])[CH:3]=1.I[CH2:24][CH2:25][CH2:26][CH2:27][CH2:28][CH2:29][CH2:30][CH3:31]. Given the product [Br:1][C:2]1[C:14]2[C:13]3[C:8](=[CH:9][C:10]([C:15]([CH3:16])([CH3:18])[CH3:17])=[CH:11][CH:12]=3)[C:7]([CH2:13][CH2:14][CH2:2][CH2:3][CH2:4][CH2:5][CH2:6][CH3:7])([CH2:24][CH2:25][CH2:26][CH2:27][CH2:28][CH2:29][CH2:30][CH3:31])[C:6]=2[CH:5]=[C:4]([C:19]([CH3:22])([CH3:21])[CH3:20])[CH:3]=1, predict the reactants needed to synthesize it. (3) Given the product [CH3:1][N:2]1[C:10]2[C:5](=[CH:6][C:7]([NH:11][C:12]([NH:22][NH2:23])=[O:20])=[CH:8][CH:9]=2)[CH:4]=[CH:3]1, predict the reactants needed to synthesize it. The reactants are: [CH3:1][N:2]1[C:10]2[C:5](=[CH:6][C:7]([NH:11][C:12](=[O:20])OC3C=CC=CC=3)=[CH:8][CH:9]=2)[CH:4]=[CH:3]1.O.[NH2:22][NH2:23]. (4) Given the product [C:24]([C:28]1[CH:35]=[CH:34][CH:33]=[CH:32][C:29]=1[CH:30]([C:19]1[CH:20]=[N:21][C:22]2[C:17]([CH:18]=1)=[CH:16][CH:15]=[CH:14][C:13]=2[F:12])[OH:31])([CH3:27])([CH3:25])[CH3:26], predict the reactants needed to synthesize it. The reactants are: C([Li])CCC.C([Mg]Cl)CCC.[F:12][C:13]1[CH:14]=[CH:15][CH:16]=[C:17]2[C:22]=1[N:21]=[CH:20][C:19](I)=[CH:18]2.[C:24]([C:28]1[CH:35]=[CH:34][CH:33]=[CH:32][C:29]=1[CH:30]=[O:31])([CH3:27])([CH3:26])[CH3:25].Cl. (5) Given the product [CH2:13]([O:5][C:4](=[O:6])[C:3]1[CH:7]=[C:8]([O:11][CH3:12])[CH:9]=[CH:10][C:2]=1[Br:1])[CH3:14], predict the reactants needed to synthesize it. The reactants are: [Br:1][C:2]1[CH:10]=[CH:9][C:8]([O:11][CH3:12])=[CH:7][C:3]=1[C:4]([OH:6])=[O:5].[CH2:13](O)[CH3:14]. (6) Given the product [CH2:6]([O:5][C:3](=[O:4])[C:2]([NH:28][O:27][CH:24]1[CH2:23][CH2:22][N:21]([S:18]([C:15]2[CH:14]=[CH:13][C:12]([O:11][C:10]([F:30])([F:9])[F:29])=[CH:17][CH:16]=2)(=[O:19])=[O:20])[CH2:26][CH2:25]1)=[O:8])[CH3:7], predict the reactants needed to synthesize it. The reactants are: Cl[C:2](=[O:8])[C:3]([O:5][CH2:6][CH3:7])=[O:4].[F:9][C:10]([F:30])([F:29])[O:11][C:12]1[CH:17]=[CH:16][C:15]([S:18]([N:21]2[CH2:26][CH2:25][CH:24]([O:27][NH2:28])[CH2:23][CH2:22]2)(=[O:20])=[O:19])=[CH:14][CH:13]=1.C(N(CC)CC)C. (7) Given the product [C:23]([O:21][CH2:20]/[CH:19]=[C:17](/[CH2:16][CH2:15]/[CH:14]=[C:12](\[CH3:13])/[CH2:11][CH2:1]/[CH:2]=[C:3](/[CH2:5][CH2:6][CH:7]=[C:8]([CH3:10])[CH3:9])\[CH3:4])\[CH3:18])(=[O:22])[CH2:24][CH2:25][CH2:26][CH2:27][CH2:28][CH2:29][CH2:30]/[CH:31]=[CH:32]\[CH2:33][CH2:34][CH2:35][CH2:36][CH2:37][CH2:38][CH2:39][CH3:40], predict the reactants needed to synthesize it. The reactants are: [CH2:1]([CH2:11][C:12](=[CH:14][CH2:15][CH2:16]/[C:17](=[CH:19]/[CH2:20][OH:21])/[CH3:18])[CH3:13])/[CH:2]=[C:3](/[CH2:5][CH2:6][CH:7]=[C:8]([CH3:10])[CH3:9])\[CH3:4].[O:22]=[C:23](OCC(O[C:23](=[O:22])[CH2:24][CH2:25][CH2:26][CH2:27][CH2:28][CH2:29][CH2:30]/[CH:31]=[CH:32]\[CH2:33][CH2:34][CH2:35][CH2:36][CH2:37][CH2:38][CH2:39][CH3:40])CO[C:23](=[O:22])[CH2:24][CH2:25][CH2:26][CH2:27][CH2:28][CH2:29][CH2:30]/[CH:31]=[CH:32]\[CH2:33][CH2:34][CH2:35][CH2:36][CH2:37][CH2:38][CH2:39][CH3:40])[CH2:24][CH2:25][CH2:26][CH2:27][CH2:28][CH2:29][CH2:30]/[CH:31]=[CH:32]\[CH2:33][CH2:34][CH2:35][CH2:36][CH2:37][CH2:38][CH2:39][CH3:40].CCCCCC. (8) Given the product [Cl:1][C:2]1[C:7]([C:8]([O:10][CH2:11][CH3:12])=[O:9])=[C:6]([F:13])[C:5]([CH:14]=[N:17][OH:16])=[CH:4][CH:3]=1, predict the reactants needed to synthesize it. The reactants are: [Cl:1][C:2]1[C:7]([C:8]([O:10][CH2:11][CH3:12])=[O:9])=[C:6]([F:13])[C:5]([CH:14]=O)=[CH:4][CH:3]=1.[OH:16][NH2:17]. (9) Given the product [C:1]([O:5][C:6]([N:8]([CH2:28][C:27]1[CH:30]=[CH:31][C:24]([O:23][CH3:22])=[CH:25][CH:26]=1)[C:9]1[S:10][CH:11]=[C:12]([O:14][S:15]([C:18]([F:20])([F:19])[F:21])(=[O:16])=[O:17])[N:13]=1)=[O:7])([CH3:4])([CH3:2])[CH3:3], predict the reactants needed to synthesize it. The reactants are: [C:1]([O:5][C:6]([NH:8][C:9]1[S:10][CH:11]=[C:12]([O:14][S:15]([C:18]([F:21])([F:20])[F:19])(=[O:17])=[O:16])[N:13]=1)=[O:7])([CH3:4])([CH3:3])[CH3:2].[CH3:22][O:23][C:24]1[CH:31]=[CH:30][C:27]([CH2:28]Cl)=[CH:26][CH:25]=1.C1CCN2C(=NCCC2)CC1.